This data is from Full USPTO retrosynthesis dataset with 1.9M reactions from patents (1976-2016). The task is: Predict the reactants needed to synthesize the given product. (1) Given the product [O:44]=[C:1]1[C:3]2([CH2:6][CH2:5][CH2:4]2)[N:7]([C:8]2[CH:13]=[CH:12][C:11]([N:14]3[CH2:19][CH2:18][NH:17][CH2:16][CH2:15]3)=[CH:10][CH:9]=2)[C:28](=[S:29])[N:27]1[C:30]1[CH:31]=[C:32]([C:38]([F:41])([F:39])[F:40])[C:33]([C:36]#[N:37])=[N:34][CH:35]=1, predict the reactants needed to synthesize it. The reactants are: [C:1]([C:3]1([NH:7][C:8]2[CH:13]=[CH:12][C:11]([N:14]3[CH2:19][CH2:18][N:17](C(OC(C)(C)C)=O)[CH2:16][CH2:15]3)=[CH:10][CH:9]=2)[CH2:6][CH2:5][CH2:4]1)#N.[N:27]([C:30]1[CH:31]=[C:32]([C:38]([F:41])([F:40])[F:39])[C:33]([C:36]#[N:37])=[N:34][CH:35]=1)=[C:28]=[S:29].Cl.C[OH:44]. (2) The reactants are: [C:1]([C:4]1(C)[CH2:13][C:12]2[C:11](C)(C)[CH2:10][CH2:9][CH2:8][C:7]=2[CH2:6][CH:5]1[CH3:16])(=[O:3])C.C(C1C=C[C:25]([CH2:28][CH2:29][CH:30]=[O:31])=CC=1)(C)(C)C.CC1C=CC(C(C)C)=C(O)C=1.C1C(=O)OCCCCCCCCCCCCC=1.CC1CC=CCCCCCCCCCC(=O)C1.CC(=CCCC(=CC=O)C)C.CC1C(C(=O)C)=CC2C(C)(C)CC(C)C(C)(C)C=2C=1.CC1C2C(=CC3C(C)(C)C(C)C(C)(C)C=3C=2)COC1.C/C(=C\C1C(C)(C)CCC=C1C)/C(=O)C.CC1CC(=O)CCCCCCCCCCCC1.CC1C23CC(C(C)=C(C(=O)C)C2)C(C)(C)C3CC1. Given the product [CH2:16]1[CH2:5][CH2:6][CH2:7][CH:8]=[CH:9][CH2:10][CH2:11][CH2:12][CH2:13][CH2:4][C:1](=[O:3])[O:31][CH2:30][CH2:29][CH2:28][CH2:25]1, predict the reactants needed to synthesize it.